From a dataset of Full USPTO retrosynthesis dataset with 1.9M reactions from patents (1976-2016). Predict the reactants needed to synthesize the given product. Given the product [CH3:18][O:19][C:20]([C:22]1[CH:27]=[N:26][C:25]([O:10][C:7]2[CH:8]=[CH:9][C:4]3[CH2:3][O:2][B:1]([OH:11])[C:5]=3[CH:6]=2)=[CH:24][N:23]=1)=[O:21], predict the reactants needed to synthesize it. The reactants are: [B:1]1([OH:11])[C:5]2[CH:6]=[C:7]([OH:10])[CH:8]=[CH:9][C:4]=2[CH2:3][O:2]1.C([O-])([O-])=O.[Cs+].[Cs+].[CH3:18][O:19][C:20]([C:22]1[CH:27]=[N:26][C:25](Cl)=[CH:24][N:23]=1)=[O:21].Cl.